This data is from hERG Central: cardiac toxicity at 1µM, 10µM, and general inhibition. The task is: Predict hERG channel inhibition at various concentrations. (1) The drug is COc1ccc(CC(=O)NCC2CCCN(Cc3ccc(OC(F)(F)F)cc3)C2)cc1. Results: hERG_inhib (hERG inhibition (general)): blocker. (2) The drug is N#C/C(=C\N1CCN(Cc2ccc3c(c2)OCO3)CC1)c1nc2ccccc2s1. Results: hERG_inhib (hERG inhibition (general)): blocker. (3) The drug is CN(Cc1ccccc1)C1=CC(=[N+]2CCCCC2)CC(C)(C)C1.[I-]. Results: hERG_inhib (hERG inhibition (general)): blocker. (4) The compound is Cc1csc2ncnc(NC3CCN(Cc4ccccc4)CC3)c12. Results: hERG_inhib (hERG inhibition (general)): blocker. (5) The compound is O=C1CC2(CCN(C(=O)COc3ccc(Cl)cc3)CC2)Oc2ccccc21. Results: hERG_inhib (hERG inhibition (general)): blocker. (6) The molecule is COc1ccc(Cl)cc1C(=O)Nc1ccccc1N1CCN(C)CC1. Results: hERG_inhib (hERG inhibition (general)): blocker.